Dataset: Full USPTO retrosynthesis dataset with 1.9M reactions from patents (1976-2016). Task: Predict the reactants needed to synthesize the given product. (1) Given the product [F:20][C:17]([F:18])([F:19])[C:14]1[CH:15]=[CH:16][C:9]([O:8][Si:25]([CH:32]([CH3:34])[CH3:33])([CH:29]([CH3:31])[CH3:30])[CH:26]([CH3:28])[CH3:27])=[C:10]([CH:13]=1)[C:11]#[N:12], predict the reactants needed to synthesize it. The reactants are: C([O:8][C:9]1[CH:16]=[CH:15][C:14]([C:17]([F:20])([F:19])[F:18])=[CH:13][C:10]=1[C:11]#[N:12])C1C=CC=CC=1.C(O)C.Cl[Si:25]([CH:32]([CH3:34])[CH3:33])([CH:29]([CH3:31])[CH3:30])[CH:26]([CH3:28])[CH3:27].N1C=CN=C1. (2) Given the product [CH2:16]([O:15][C:12]1[CH:13]=[CH:14][C:9]([CH:8]=[CH:7][C:6]([O:5][C:1]([CH3:4])([CH3:2])[CH3:3])=[O:25])=[C:10]([CH:11]=1)[C:23]([OH:31])=[O:24])[C:17]1[CH:18]=[CH:19][CH:20]=[CH:21][CH:22]=1, predict the reactants needed to synthesize it. The reactants are: [C:1]([O:5][C:6](=[O:25])[CH:7]=[CH:8][C:9]1[CH:14]=[CH:13][C:12]([O:15][CH2:16][C:17]2[CH:22]=[CH:21][CH:20]=[CH:19][CH:18]=2)=[CH:11][C:10]=1[CH:23]=[O:24])([CH3:4])([CH3:3])[CH3:2].CC(=CC)C.[O-:31]Cl=O.[Na+]. (3) Given the product [ClH:35].[CH2:1]([NH:3][CH:4]([OH:5])[CH2:6][C@@H:7]1[CH2:18][CH2:17][C:16]2[S:15][C:14]3[C:9](=[C:10]([O:19][CH:20]4[CH2:21][CH2:22][CH:23]([NH:26][CH3:27])[CH2:24][CH2:25]4)[N:11]=[CH:12][N:13]=3)[C:8]1=2)[CH3:2], predict the reactants needed to synthesize it. The reactants are: [CH2:1]([NH:3][C:4]([CH2:6][C@@H:7]1[CH2:18][CH2:17][C:16]2[S:15][C:14]3[N:13]=[CH:12][N:11]=[C:10]([O:19][CH:20]4[CH2:25][CH2:24][CH:23]([N:26](C)[C:27](=O)OC(C)(C)C)[CH2:22][CH2:21]4)[C:9]=3[C:8]1=2)=[O:5])[CH3:2].[ClH:35]. (4) Given the product [OH:12][C@@H:8]([CH2:7][C:1]1[CH:2]=[CH:3][CH:4]=[CH:5][CH:6]=1)[C:9]([N:14]1[CH2:17][CH2:16][O:19][CH2:21][CH2:13]1)=[O:11], predict the reactants needed to synthesize it. The reactants are: [C:1]1([CH2:7][C@H:8]([OH:12])[C:9]([OH:11])=O)[CH:6]=[CH:5][CH:4]=[CH:3][CH:2]=1.[C-:13]#[N:14].[K+].[C:16]([O-:19])(=O)[CH3:17].[NH4+].[CH3:21]O. (5) Given the product [C:1]([O:5][C:6](=[O:39])[NH:7][C@@H:8]([CH2:19][C:20]1[C:28]2[C:23](=[CH:24][CH:25]=[C:26]([O:29][C:30]3[CH:35]=[CH:34][C:33]([N+:36]([O-:38])=[O:37])=[CH:32][CH:31]=3)[CH:27]=2)[NH:22][CH:21]=1)[C:9]([N:11]1[CH2:15][CH2:14][CH2:13][C@H:12]1[C:16]#[N:17])=[O:10])([CH3:4])([CH3:2])[CH3:3], predict the reactants needed to synthesize it. The reactants are: [C:1]([O:5][C:6](=[O:39])[NH:7][C@@H:8]([CH2:19][C:20]1[C:28]2[C:23](=[CH:24][CH:25]=[C:26]([O:29][C:30]3[CH:35]=[CH:34][C:33]([N+:36]([O-:38])=[O:37])=[CH:32][CH:31]=3)[CH:27]=2)[NH:22][CH:21]=1)[C:9]([N:11]1[CH2:15][CH2:14][CH2:13][C@H:12]1[C:16](=O)[NH2:17])=[O:10])([CH3:4])([CH3:3])[CH3:2].N1C=CN=C1.O=P(Cl)(Cl)Cl. (6) The reactants are: [CH:1]([C:4]1[C:5]([O:29]COC)=[CH:6][C:7]([O:25]COC)=[C:8]([C:10]2[N:14]([C:15]3[CH:20]=[CH:19][C:18]([O:21][CH3:22])=[CH:17][CH:16]=3)[C:13](SC)=[N:12][N:11]=2)[CH:9]=1)([CH3:3])[CH3:2].ClC1C=CC=C(C(OO)=[O:41])C=1.S([O-])([O-])=O.[K+].[K+]. Given the product [OH:25][C:7]1[CH:6]=[C:5]([OH:29])[C:4]([CH:1]([CH3:2])[CH3:3])=[CH:9][C:8]=1[C:10]1[N:14]([C:15]2[CH:16]=[CH:17][C:18]([O:21][CH3:22])=[CH:19][CH:20]=2)[C:13](=[O:41])[NH:12][N:11]=1, predict the reactants needed to synthesize it. (7) Given the product [OH:1][C@@:2]1([C:9]#[C:10][C:11]2[CH:12]=[C:13]([N:17]3[C:25]4[C:20](=[CH:21][CH:22]=[C:23]([O:26][CH3:27])[CH:24]=4)[C:19]([C:28]([NH2:32])=[O:30])=[N:18]3)[CH:14]=[CH:15][CH:16]=2)[CH2:6][CH2:5][N:4]([CH3:7])[C:3]1=[O:8], predict the reactants needed to synthesize it. The reactants are: [OH:1][C@@:2]1([C:9]#[C:10][C:11]2[CH:12]=[C:13]([N:17]3[C:25]4[C:20](=[CH:21][CH:22]=[C:23]([O:26][CH3:27])[CH:24]=4)[C:19]([C:28]([O:30]C)=O)=[N:18]3)[CH:14]=[CH:15][CH:16]=2)[CH2:6][CH2:5][N:4]([CH3:7])[C:3]1=[O:8].[NH3:32]. (8) Given the product [C:23]([O:31][CH2:32][C:33]1[CH:34]=[C:35]([CH:38]=[CH:39][C:40]=1[CH2:41][O:42][C:43](=[O:50])[C:44]1[CH:45]=[CH:46][CH:47]=[CH:48][CH:49]=1)[CH2:36][O:9][C:6]1[CH:7]=[CH:8][C:3]([CH2:1][CH3:2])=[C:4]([C:10]2[CH:15]=[CH:14][C:13]([C:16](=[O:19])[CH2:17][CH3:18])=[CH:12][C:11]=2[CH:20]([CH3:22])[CH3:21])[CH:5]=1)(=[O:30])[C:24]1[CH:25]=[CH:26][CH:27]=[CH:28][CH:29]=1, predict the reactants needed to synthesize it. The reactants are: [CH2:1]([C:3]1[CH:8]=[CH:7][C:6]([OH:9])=[CH:5][C:4]=1[C:10]1[CH:15]=[CH:14][C:13]([C:16](=[O:19])[CH2:17][CH3:18])=[CH:12][C:11]=1[CH:20]([CH3:22])[CH3:21])[CH3:2].[C:23]([O:31][CH2:32][C:33]1[CH:34]=[C:35]([CH:38]=[CH:39][C:40]=1[CH2:41][O:42][C:43](=[O:50])[C:44]1[CH:49]=[CH:48][CH:47]=[CH:46][CH:45]=1)[CH2:36]Br)(=[O:30])[C:24]1[CH:29]=[CH:28][CH:27]=[CH:26][CH:25]=1. (9) Given the product [CH3:23][O:24][C:25]1[C:32]([O:33][CH3:34])=[C:31]([O:35][CH3:36])[CH:30]=[C:29]([CH3:37])[C:26]=1[CH:27]([C:15]1[C:16]([O:21][CH3:22])=[N:17][CH:18]=[C:19]([Cl:20])[C:14]=1[Cl:13])[OH:28], predict the reactants needed to synthesize it. The reactants are: C([Li])CCC.C(NC(C)C)(C)C.[Cl:13][C:14]1[C:19]([Cl:20])=[CH:18][N:17]=[C:16]([O:21][CH3:22])[CH:15]=1.[CH3:23][O:24][C:25]1[C:32]([O:33][CH3:34])=[C:31]([O:35][CH3:36])[CH:30]=[C:29]([CH3:37])[C:26]=1[CH:27]=[O:28].